From a dataset of Catalyst prediction with 721,799 reactions and 888 catalyst types from USPTO. Predict which catalyst facilitates the given reaction. (1) Reactant: [Cl:1][C:2]1[CH:7]=[CH:6][C:5]([CH2:8][C:9]([N:11]([CH2:18][CH3:19])[CH:12]2[CH2:17][CH2:16][NH:15][CH2:14][CH2:13]2)=[O:10])=[CH:4][CH:3]=1.C([O-])(O)=O.[Na+].[Na+].[I-].Cl[CH2:28][CH2:29][NH:30][C:31]([NH:33][C:34]1[CH:39]=[C:38]([CH3:40])[N:37]=[C:36]([CH3:41])[CH:35]=1)=[O:32]. Product: [Cl:1][C:2]1[CH:7]=[CH:6][C:5]([CH2:8][C:9]([N:11]([CH:12]2[CH2:17][CH2:16][N:15]([CH2:28][CH2:29][NH:30][C:31]([NH:33][C:34]3[CH:39]=[C:38]([CH3:40])[N:37]=[C:36]([CH3:41])[CH:35]=3)=[O:32])[CH2:14][CH2:13]2)[CH2:18][CH3:19])=[O:10])=[CH:4][CH:3]=1. The catalyst class is: 1. (2) Reactant: [S:1]1[CH:5]=[CH:4][C:3]([C:6]2[CH:11]=[CH:10][C:9]([OH:12])=[CH:8][CH:7]=2)=[CH:2]1.[C:13]([O:17][C:18]([N:20]1[CH2:24][CH2:23][CH2:22][C@@H:21]1[CH2:25][O:26][C:27]1[CH:32]=[CH:31][C:30](I)=[CH:29][CH:28]=1)=[O:19])([CH3:16])([CH3:15])[CH3:14].C(=O)([O-])[O-].[Cs+].[Cs+].CN(C)CC(O)=O.Cl. Product: [C:13]([O:17][C:18]([N:20]1[CH2:24][CH2:23][CH2:22][C@@H:21]1[CH2:25][O:26][C:27]1[CH:28]=[CH:29][C:30]([O:12][C:9]2[CH:10]=[CH:11][C:6]([C:3]3[CH:4]=[CH:5][S:1][CH:2]=3)=[CH:7][CH:8]=2)=[CH:31][CH:32]=1)=[O:19])([CH3:16])([CH3:14])[CH3:15]. The catalyst class is: 185. (3) Reactant: [H-].[Na+].[NH2:3][C@@H:4]1[C:13]2[C:8](=[CH:9][CH:10]=[CH:11][CH:12]=2)[C@H:7]([OH:14])[CH2:6][CH2:5]1.F[C:16]1[CH:17]=[CH:18][C:19]2[N:20]([C:22]([C@@H:25]3[CH2:29][CH2:28][CH2:27][N:26]3[CH:30]([CH3:32])[CH3:31])=[N:23][N:24]=2)[CH:21]=1.N. Product: [CH:30]([N:26]1[CH2:27][CH2:28][CH2:29][C@H:25]1[C:22]1[N:20]2[CH:21]=[C:16]([O:14][C@H:7]3[C:8]4[C:13](=[CH:12][CH:11]=[CH:10][CH:9]=4)[C@@H:4]([NH2:3])[CH2:5][CH2:6]3)[CH:17]=[CH:18][C:19]2=[N:24][N:23]=1)([CH3:32])[CH3:31]. The catalyst class is: 655. (4) Product: [CH2:1]([O:8][C:9]([NH:11][CH2:12][CH2:13][CH2:14][C@@H:15]([C:29]([NH:31][C@@H:32]1[CH2:36][CH2:35][CH2:34][C@@H:33]1[C:37]([OH:39])=[O:38])=[O:30])[NH:16][C:17]([C:19]1[N:20]([CH3:28])[C:21]2[C:26]([CH:27]=1)=[CH:25][CH:24]=[CH:23][CH:22]=2)=[O:18])=[O:10])[C:2]1[CH:3]=[CH:4][CH:5]=[CH:6][CH:7]=1. Reactant: [CH2:1]([O:8][C:9]([NH:11][CH2:12][CH2:13][CH2:14][C@@H:15]([C:29]([NH:31][C@@H:32]1[CH2:36][CH2:35][CH2:34][C@@H:33]1[C:37]([O:39]C)=[O:38])=[O:30])[NH:16][C:17]([C:19]1[N:20]([CH3:28])[C:21]2[C:26]([CH:27]=1)=[CH:25][CH:24]=[CH:23][CH:22]=2)=[O:18])=[O:10])[C:2]1[CH:7]=[CH:6][CH:5]=[CH:4][CH:3]=1.C1COCC1.[OH-].[Na+].Cl. The catalyst class is: 5. (5) Reactant: [Cl:1][C:2]1[CH:3]=[CH:4][C:5]([CH2:8][O:9][C:10]2[CH:15]=[CH:14][N:13]([C:16]3[CH:21]=[CH:20][C:19]4[C:22]5[CH2:23][N:24](C(OC(C)(C)C)=O)[CH2:25][CH2:26][C:27]=5[O:28][C:18]=4[CH:17]=3)[C:12](=[O:36])[CH:11]=2)=[N:6][CH:7]=1.Cl.C([O-])(O)=O.[Na+]. Product: [Cl:1][C:2]1[CH:3]=[CH:4][C:5]([CH2:8][O:9][C:10]2[CH:15]=[CH:14][N:13]([C:16]3[CH:21]=[CH:20][C:19]4[C:22]5[CH2:23][NH:24][CH2:25][CH2:26][C:27]=5[O:28][C:18]=4[CH:17]=3)[C:12](=[O:36])[CH:11]=2)=[N:6][CH:7]=1. The catalyst class is: 275. (6) Reactant: [H-].[Na+].[F:3][C:4]1[CH:5]=[C:6]([CH:19]=[CH:20][CH:21]=1)[CH2:7][N:8]1[CH:13]=[CH:12][C:11]([O:14]C)=[C:10]([C:16]#[N:17])[C:9]1=[O:18].Cl. Product: [F:3][C:4]1[CH:5]=[C:6]([CH:19]=[CH:20][CH:21]=1)[CH2:7][N:8]1[CH:13]=[CH:12][C:11]([OH:14])=[C:10]([C:16]#[N:17])[C:9]1=[O:18]. The catalyst class is: 3. (7) Reactant: Br[C:2]1[CH:7]=[C:6]([CH3:8])[CH:5]=[C:4]([CH3:9])[N:3]=1.[Br:10][C:11]1[CH:16]=[CH:15][C:14]([OH:17])=[CH:13][C:12]=1[F:18].C(=O)([O-])[O-].[K+].[K+]. Product: [Br:10][C:11]1[CH:16]=[CH:15][C:14]([O:17][C:2]2[CH:7]=[C:6]([CH3:8])[CH:5]=[C:4]([CH3:9])[N:3]=2)=[CH:13][C:12]=1[F:18]. The catalyst class is: 2.